This data is from Reaction yield outcomes from USPTO patents with 853,638 reactions. The task is: Predict the reaction yield, written as a fraction of the theoretical maximum amount of product (1.0 means a 100% yield; for example, 0.34 means a 34% yield). The reactants are [F:1][C:2]([F:29])([F:28])[C:3]1[CH:4]=[C:5]([CH:21]=[C:22]([C:24]([F:27])([F:26])[F:25])[CH:23]=1)[CH2:6][N:7]1[C:11]([C:12]2[CH:17]=[CH:16][CH:15]=[CH:14][CH:13]=2)=[C:10]([C:18]([OH:20])=O)[N:9]=[N:8]1.C(Cl)(=O)C(Cl)=O.[Cl:36][C:37]1[CH:43]=[C:42]([F:44])[CH:41]=[CH:40][C:38]=1[NH2:39]. The catalyst is CN(C=O)C.CN(C1C=CN=CC=1)C. The product is [Cl:36][C:37]1[CH:43]=[C:42]([F:44])[CH:41]=[CH:40][C:38]=1[NH:39][C:18]([C:10]1[N:9]=[N:8][N:7]([CH2:6][C:5]2[CH:21]=[C:22]([C:24]([F:27])([F:26])[F:25])[CH:23]=[C:3]([C:2]([F:29])([F:1])[F:28])[CH:4]=2)[C:11]=1[C:12]1[CH:17]=[CH:16][CH:15]=[CH:14][CH:13]=1)=[O:20]. The yield is 0.360.